Dataset: Forward reaction prediction with 1.9M reactions from USPTO patents (1976-2016). Task: Predict the product of the given reaction. (1) Given the reactants [NH2:1][NH:2][C:3]([NH2:5])=[S:4].[C:6]([C:9]1[CH:39]=[CH:38][C:12]([O:13][CH2:14][C:15]2[CH:20]=[CH:19][C:18]([CH:21]([O:31][CH:32]3[CH2:37][CH2:36][CH2:35][CH2:34][O:33]3)[C:22]3[CH:23]=[C:24]([CH:28]=[CH:29][CH:30]=3)[C:25](O)=O)=[CH:17][CH:16]=2)=[C:11]([CH3:40])[C:10]=1[OH:41])(=[O:8])[CH3:7].[OH-].[K+].Cl, predict the reaction product. The product is: [OH:41][C:10]1[C:11]([CH3:40])=[C:12]([O:13][CH2:14][C:15]2[CH:20]=[CH:19][C:18]([CH:21]([C:22]3[CH:30]=[CH:29][CH:28]=[C:24]([C:25]4[NH:5][C:3]([SH:4])=[N:2][N:1]=4)[CH:23]=3)[O:31][CH:32]3[CH2:37][CH2:36][CH2:35][CH2:34][O:33]3)=[CH:17][CH:16]=2)[CH:38]=[CH:39][C:9]=1[C:6](=[O:8])[CH3:7]. (2) Given the reactants [CH3:1][C:2]1[C:7]([CH3:8])=[CH:6][C:5]([CH3:9])=[CH:4][C:3]=1[OH:10].Br[CH2:12][C:13]([C:15]1[CH:20]=[CH:19][CH:18]=[C:17]([Br:21])[CH:16]=1)=[O:14], predict the reaction product. The product is: [Br:21][C:17]1[CH:16]=[C:15]([C:13](=[O:14])[CH2:12][O:10][C:3]2[CH:4]=[C:5]([CH3:9])[CH:6]=[C:7]([CH3:8])[C:2]=2[CH3:1])[CH:20]=[CH:19][CH:18]=1. (3) Given the reactants [NH:1]([C:13]([O:15]C(C)(C)C)=O)[C@@H:2]([C:10]([OH:12])=O)[CH2:3][C:4]1[CH:9]=[CH:8][CH:7]=[CH:6][CH:5]=1.[NH:20](C(OCC1C2C(=CC=CC=2)C2C1=CC=CC=2)=O)[C@@H:21](C(O)=O)[CH2:22][C:23]1[CH:28]=[CH:27][CH:26]=[CH:25][CH:24]=1.[NH:49]([C:58]([O:60]CC1C2C(=CC=CC=2)C2C1=CC=CC=2)=O)[C@@H:50]([C:55]([OH:57])=[O:56])[CH2:51][CH2:52][CH2:53]C.[NH:75]([C:104]([O:106]CC1C2C(=CC=CC=2)C2C1=CC=CC=2)=O)[C@@H:76](C(O)=O)[CH2:77][CH2:78][CH2:79][NH:80][C:81](=[NH:100])[NH:82]S(C1C(C)=C2C(OC(C2)(C)C)=C(C)C=1C)(=O)=O.[N:121]1(C(OCC2C3C(=CC=CC=3)C3C2=CC=CC=3)=O)[CH2:128][CH2:127][CH2:126][C@@H:122]1[C:123](O)=O, predict the reaction product. The product is: [NH2:20][C@@H:21]([C:13]([NH:1][C@@H:2]([C:10]([NH:121][C@@H:128]([C:104]([NH:75][C@@H:76]([C:58]([N:49]1[CH2:53][CH2:52][CH2:51][C@@H:50]1[C:55]([OH:57])=[O:56])=[O:60])[CH2:77][CH2:78][CH2:79][NH:80][C:81](=[NH:100])[NH2:82])=[O:106])[CH2:127][CH2:126][CH2:122][CH3:123])=[O:12])[CH2:3][C:4]1[CH:5]=[CH:6][CH:7]=[CH:8][CH:9]=1)=[O:15])[CH2:22][C:23]1[CH:24]=[CH:25][CH:26]=[CH:27][CH:28]=1. (4) The product is: [Br:8][C:5]1[CH:4]=[C:3]2[C:2](=[CH:7][CH:6]=1)[N:1]=[C:25]([CH3:26])[C:24]([S:21]([CH3:20])(=[O:23])=[O:22])=[C:9]2[C:11]1[CH:16]=[C:15]([F:17])[C:14]([F:18])=[CH:13][C:12]=1[F:19]. Given the reactants [NH2:1][C:2]1[CH:7]=[CH:6][C:5]([Br:8])=[CH:4][C:3]=1[C:9]([C:11]1[CH:16]=[C:15]([F:17])[C:14]([F:18])=[CH:13][C:12]=1[F:19])=O.[CH3:20][S:21]([CH2:24][C:25](=O)[CH3:26])(=[O:23])=[O:22].[Na], predict the reaction product.